From a dataset of Peptide-MHC class I binding affinity with 185,985 pairs from IEDB/IMGT. Regression. Given a peptide amino acid sequence and an MHC pseudo amino acid sequence, predict their binding affinity value. This is MHC class I binding data. (1) The peptide sequence is MEQRVMATL. The MHC is BoLA-HD6 with pseudo-sequence BoLA-HD6. The binding affinity (normalized) is 0.412. (2) The peptide sequence is NQCMSANEAA. The MHC is HLA-A02:01 with pseudo-sequence HLA-A02:01. The binding affinity (normalized) is 0. (3) The peptide sequence is VSVRPKVPL. The MHC is Mamu-A02 with pseudo-sequence Mamu-A02. The binding affinity (normalized) is 0.344. (4) The peptide sequence is MSDIFASEV. The MHC is HLA-A80:01 with pseudo-sequence HLA-A80:01. The binding affinity (normalized) is 0.0847. (5) The binding affinity (normalized) is 0.143. The peptide sequence is APRTLVYLL. The MHC is Mamu-A2201 with pseudo-sequence Mamu-A2201. (6) The peptide sequence is EDGAEALGPF. The MHC is H-2-Kb with pseudo-sequence H-2-Kb. The binding affinity (normalized) is 0.0488. (7) The peptide sequence is LRWASGVSE. The MHC is HLA-A69:01 with pseudo-sequence HLA-A69:01. The binding affinity (normalized) is 0.0847. (8) The peptide sequence is AMEGGTTKA. The MHC is HLA-A24:03 with pseudo-sequence HLA-A24:03. The binding affinity (normalized) is 0.0847. (9) The peptide sequence is YTVRGTGKY. The MHC is HLA-B38:01 with pseudo-sequence HLA-B38:01. The binding affinity (normalized) is 0.0847.